The task is: Predict which catalyst facilitates the given reaction.. This data is from Catalyst prediction with 721,799 reactions and 888 catalyst types from USPTO. Reactant: Br[C:2]1[S:6][C:5]([C:7]2[C:8]([CH3:22])=[N:9][N:10]3[C:15]([CH:16]([CH2:19][CH3:20])[CH2:17][CH3:18])=[CH:14][C:13]([CH3:21])=[N:12][C:11]=23)=[C:4]([Cl:23])[CH:3]=1.C([Mg]Cl)C.[CH2:28]([O:30][C:31](C#N)=[O:32])[CH3:29]. Product: [CH2:28]([O:30][C:31]([C:2]1[S:6][C:5]([C:7]2[C:8]([CH3:22])=[N:9][N:10]3[C:15]([CH:16]([CH2:19][CH3:20])[CH2:17][CH3:18])=[CH:14][C:13]([CH3:21])=[N:12][C:11]=23)=[C:4]([Cl:23])[CH:3]=1)=[O:32])[CH3:29]. The catalyst class is: 1.